Regression. Given two drug SMILES strings and cell line genomic features, predict the synergy score measuring deviation from expected non-interaction effect. From a dataset of Merck oncology drug combination screen with 23,052 pairs across 39 cell lines. (1) Drug 1: CC1(c2nc3c(C(N)=O)cccc3[nH]2)CCCN1. Drug 2: Cn1c(=O)n(-c2ccc(C(C)(C)C#N)cc2)c2c3cc(-c4cnc5ccccc5c4)ccc3ncc21. Cell line: UACC62. Synergy scores: synergy=19.8. (2) Drug 1: O=C(CCCCCCC(=O)Nc1ccccc1)NO. Drug 2: CS(=O)(=O)CCNCc1ccc(-c2ccc3ncnc(Nc4ccc(OCc5cccc(F)c5)c(Cl)c4)c3c2)o1. Cell line: SKOV3. Synergy scores: synergy=8.50. (3) Drug 1: O=S1(=O)NC2(CN1CC(F)(F)F)C1CCC2Cc2cc(C=CCN3CCC(C(F)(F)F)CC3)ccc2C1. Drug 2: CCc1c2c(nc3ccc(O)cc13)-c1cc3c(c(=O)n1C2)COC(=O)C3(O)CC. Cell line: SW620. Synergy scores: synergy=5.49.